Dataset: Forward reaction prediction with 1.9M reactions from USPTO patents (1976-2016). Task: Predict the product of the given reaction. (1) Given the reactants [CH3:1][C:2]1[N:3]=[N:4][N:5]([CH3:36])[C:6]=1[C:7]1[CH:19]=[N:18][C:17]2[C:16]3[CH:15]=[CH:14][C:13]([C:20]([OH:22])=O)=[CH:12][C:11]=3[N:10]([C@@H:23]([CH:30]3[CH2:35][CH2:34][O:33][CH2:32][CH2:31]3)[C:24]3[CH:29]=[CH:28][CH:27]=[CH:26][CH:25]=3)[C:9]=2[CH:8]=1.Cl.[F:38][CH:39]1[CH2:42][NH:41][CH2:40]1.CCN(C(C)C)C(C)C.CN(C(ON1N=NC2C=CC=NC1=2)=[N+](C)C)C.F[P-](F)(F)(F)(F)F, predict the reaction product. The product is: [F:38][CH:39]1[CH2:42][N:41]([C:20]([C:13]2[CH:14]=[CH:15][C:16]3[C:17]4[N:18]=[CH:19][C:7]([C:6]5[N:5]([CH3:36])[N:4]=[N:3][C:2]=5[CH3:1])=[CH:8][C:9]=4[N:10]([C@@H:23]([CH:30]4[CH2:35][CH2:34][O:33][CH2:32][CH2:31]4)[C:24]4[CH:25]=[CH:26][CH:27]=[CH:28][CH:29]=4)[C:11]=3[CH:12]=2)=[O:22])[CH2:40]1. (2) Given the reactants Br[C:2]1[CH:7]=[CH:6][C:5]([C:8]([N:10]2[CH2:15][CH2:14][N:13]([C:16]3[C:21]([CH3:22])=[CH:20][C:19]([CH3:23])=[CH:18][N:17]=3)[CH2:12][CH2:11]2)=[O:9])=[CH:4][CH:3]=1.[CH2:24]([CH:26]1[NH:30][C:29](=[O:31])[N:28]([CH3:32])[C:27]1=[O:33])[CH3:25], predict the reaction product. The product is: [CH3:22][C:21]1[C:16]([N:13]2[CH2:14][CH2:15][N:10]([C:8]([C:5]3[CH:6]=[CH:7][C:2]([N:30]4[CH:26]([CH2:24][CH3:25])[C:27](=[O:33])[N:28]([CH3:32])[C:29]4=[O:31])=[CH:3][CH:4]=3)=[O:9])[CH2:11][CH2:12]2)=[N:17][CH:18]=[C:19]([CH3:23])[CH:20]=1. (3) Given the reactants FC1N=CC(C(N2CCN(C3C=C(C)C(C)=CC=3C)CC2)=O)=C(C)C=1.COC1C=CC(CN)=CC=1.Cl[CH2:37][CH2:38][CH2:39][S:40](Cl)(=[O:42])=[O:41].[NH2:44][C:45]1[N:50]=[CH:49][C:48]([C:51]([N:53]2[CH2:58][CH2:57][N:56]([C:59]3[CH:64]=[C:63]([CH3:65])[C:62]([CH3:66])=[CH:61][C:60]=3[CH3:67])[CH2:55][CH2:54]2)=[O:52])=[C:47]([CH3:68])[CH:46]=1, predict the reaction product. The product is: [O:41]=[S:40]1(=[O:42])[CH2:39][CH2:38][CH2:37][N:44]1[C:45]1[N:50]=[CH:49][C:48]([C:51]([N:53]2[CH2:54][CH2:55][N:56]([C:59]3[CH:64]=[C:63]([CH3:65])[C:62]([CH3:66])=[CH:61][C:60]=3[CH3:67])[CH2:57][CH2:58]2)=[O:52])=[C:47]([CH3:68])[CH:46]=1.